This data is from Full USPTO retrosynthesis dataset with 1.9M reactions from patents (1976-2016). The task is: Predict the reactants needed to synthesize the given product. (1) Given the product [CH3:34][CH:33]([CH3:35])[CH2:32][C:31]([N:28]1[CH2:27][CH2:26][CH:25]([C:15]2[C:14]([CH2:13][N:12]([CH3:37])[CH2:11][CH2:10][NH:2][CH3:1])=[CH:18][NH:17][N:16]=2)[CH2:30][CH2:29]1)=[O:36], predict the reactants needed to synthesize it. The reactants are: [CH3:1][N:2]([CH2:10][CH2:11][N:12]([CH3:37])[CH2:13][C:14]1[C:15]([CH:25]2[CH2:30][CH2:29][N:28]([C:31](=[O:36])[CH2:32][CH:33]([CH3:35])[CH3:34])[CH2:27][CH2:26]2)=[N:16][N:17](C2CCCCO2)[CH:18]=1)C(=O)OC(C)(C)C.O.CC#N. (2) Given the product [CH2:1]([O:8][C:9]1[CH:10]=[C:11]([CH:15]=[C:16]([O:18][CH:19]([CH3:21])[CH3:20])[CH:17]=1)[C:12]([NH:41][C:38]1[CH:39]=[CH:40][N:36]([CH2:35][C:30]2[CH:31]=[CH:32][CH:33]=[CH:34][N:29]=2)[N:37]=1)=[O:14])[C:2]1[CH:3]=[CH:4][CH:5]=[CH:6][CH:7]=1, predict the reactants needed to synthesize it. The reactants are: [CH2:1]([O:8][C:9]1[CH:10]=[C:11]([CH:15]=[C:16]([O:18][CH:19]([CH3:21])[CH3:20])[CH:17]=1)[C:12]([OH:14])=O)[C:2]1[CH:7]=[CH:6][CH:5]=[CH:4][CH:3]=1.C(N(CC)CC)C.[N:29]1[CH:34]=[CH:33][CH:32]=[CH:31][C:30]=1[CH2:35][N:36]1[CH:40]=[CH:39][C:38]([NH2:41])=[N:37]1.CCCCCCC.C(OCC)(=O)C. (3) The reactants are: [NH2:1][CH2:2][C:3]1[CH:4]=[CH:5][C:6]([NH2:12])=[N:7][C:8]=1[CH:9]1[CH2:11][CH2:10]1.[Cl:13][C:14]1[CH:15]=[N:16][C:17]2[C:22]([CH:23]=1)=[CH:21][C:20]([CH2:24][C:25]1[CH:26]=[C:27]([CH:31]=[CH:32][N:33]=1)[C:28](O)=[O:29])=[CH:19][CH:18]=2.C1C=CC2N(O)N=NC=2C=1.CCN=C=NCCCN(C)C. Given the product [NH2:12][C:6]1[N:7]=[C:8]([CH:9]2[CH2:11][CH2:10]2)[C:3]([CH2:2][NH:1][C:28](=[O:29])[C:27]2[CH:31]=[CH:32][N:33]=[C:25]([CH2:24][C:20]3[CH:21]=[C:22]4[C:17](=[CH:18][CH:19]=3)[N:16]=[CH:15][C:14]([Cl:13])=[CH:23]4)[CH:26]=2)=[CH:4][CH:5]=1, predict the reactants needed to synthesize it. (4) Given the product [N+:1]([C:4]1[CH:5]=[N:6][N:7]([C:10]([C:12]2[CH:17]=[CH:16][CH:15]=[CH:14][CH:13]=2)([CH3:11])[CH3:9])[CH:8]=1)([O-:3])=[O:2], predict the reactants needed to synthesize it. The reactants are: [N+:1]([C:4]1[CH:5]=[N:6][NH:7][CH:8]=1)([O-:3])=[O:2].[CH2:9]=[C:10]([C:12]1[CH:17]=[CH:16][CH:15]=[CH:14][CH:13]=1)[CH3:11]. (5) Given the product [NH2:16][C:4]1[N:3]=[C:2]([NH:17][CH2:18][CH2:19][O:20][C:21]2[CH:28]=[CH:27][C:24]([C:25]#[N:26])=[CH:23][CH:22]=2)[CH:7]=[C:6]([C:8]2[CH:13]=[CH:12][CH:11]=[C:10]([CH3:14])[C:9]=2[CH3:15])[N:5]=1, predict the reactants needed to synthesize it. The reactants are: Cl[C:2]1[CH:7]=[C:6]([C:8]2[CH:13]=[CH:12][CH:11]=[C:10]([CH3:14])[C:9]=2[CH3:15])[N:5]=[C:4]([NH2:16])[N:3]=1.[NH2:17][CH2:18][CH2:19][O:20][C:21]1[CH:28]=[CH:27][C:24]([C:25]#[N:26])=[CH:23][CH:22]=1.C(N(CC)C(C)C)(C)C.CO. (6) Given the product [C:1]([O:5][C:6](=[O:7])[NH:8][CH:9]1[CH2:14][CH:15]([C:19]2[CH:24]=[CH:23][C:22]([Cl:25])=[CH:21][CH:20]=2)[CH:16]([CH3:17])[NH:36][C:10]1=[O:11])([CH3:4])([CH3:3])[CH3:2], predict the reactants needed to synthesize it. The reactants are: [C:1]([O:5][C:6]([NH:8][CH:9]([CH2:14][CH:15]([C:19]1[CH:24]=[CH:23][C:22]([Cl:25])=[CH:21][CH:20]=1)[C:16](=O)[CH3:17])[C:10](OC)=[O:11])=[O:7])([CH3:4])([CH3:3])[CH3:2].C([O-])(=O)C.[NH4+].C(O)(=O)C.C([BH3-])#[N:36].[Na+].C(=O)(O)[O-].[Na+].C(=O)([O-])[O-].[K+].[K+].